Dataset: Experimentally validated miRNA-target interactions with 360,000+ pairs, plus equal number of negative samples. Task: Binary Classification. Given a miRNA mature sequence and a target amino acid sequence, predict their likelihood of interaction. (1) The miRNA is ssc-miR-221-3p with sequence AGCUACAUUGUCUGCUGGGUUU. The protein sequence of the target gene is MSRSKGPLSFKDVAVAFSQEEWQQLDPEERTTYRDVMLETYSNLVSVGYDVTKPNMIIKLEQGEEPWTVEGDRHAQRHLEISKVYDPREGIEEIGEKHLQCDDDPYCWRAEKGAAFDEAYTLETALISPSSGAHSCVSCGETLESVSELISSDGSYALEKPSMCFECGKAYGESLEDFNQDEGNSSQHDENILQKVTILEKPFAYECMEALDSESVFMARERAYMGEKPYDWGDSGPDFIQMSDFSTYPRSQMELKPFECTQCGKSFCKKSKFIIHQRAHTGEKPYACSVCGKSFSQKGT.... Result: 0 (no interaction). (2) The miRNA is hsa-miR-4724-3p with sequence GUACCUUCUGGUUCAGCUAGU. The protein sequence of the target gene is MSTSVPQGHTWTQRVKKDDEEEDPLDQLISRSGCAASHFAVQECMAQHQDWRQCQPQVQAFKDCMSEQQARRQEELQRRQEQAGAHH. Result: 1 (interaction). (3) The miRNA is hsa-miR-4786-3p with sequence UGAAGCCAGCUCUGGUCUGGGC. The protein sequence of the target gene is MASGAGGVGGGGGGKIRTRRCHQGPIKPYQQGRQQHQGILSRVTESVKNIVPGWLQRYFNKNEDVCSCSTDTSEVPRWPENKEDHLVYADEESSNITDGRITPEPAVSNTEEPSTTSTASNYPDVLTRPSLHRSHLNFSMLESPALHCQPSTSSAFPIGSSGFSLVKEIKDSTSQHDDDNISTTSGFSSRASDKDITVSKNTSLPPLWSPEAERSHSLSQHTATSSKKPAFNLSAFGTLSPSLGNSSILKTSQLGDSPFYPGKTTYGGAAAAVRQSKLRNTPYQAPVRRQMKAKQLSAQS.... Result: 0 (no interaction). (4) The miRNA is bta-miR-16a with sequence UAGCAGCACGUAAAUAUUGGUG. The protein sequence of the target gene is MGCKNLLGLGQQMLRRKVVDCSREESRLSRCLNTYDLVALGVGSTLGAGVYVLAGAVARENAGPAIVISFLIAALASVLAGLCYGEFGARVPKTGSAYLYSYVTVGELWAFITGWNLILSYIIGTSSVARAWSATFDELIGKPIGEFSRQHMALNAPGVLAQTPDIFAVIIIIILTGLLTLGVKESAMVNKIFTCINVLVLCFIVVSGFVKGSIKNWQLTEKNFSCNNNDTNVKYGEGGFMPFGFSGVLSGAATCFYAFVGFDCIATTGEEVKNPQKAIPVGIVASLLICFIAYFGVSAA.... Result: 0 (no interaction).